Task: Predict which catalyst facilitates the given reaction.. Dataset: Catalyst prediction with 721,799 reactions and 888 catalyst types from USPTO (1) Reactant: [Br:1][C:2]1[CH:3]=[C:4]([NH:13][CH:14]2[CH2:19][CH2:18][O:17][CH2:16][CH2:15]2)[C:5]([CH3:12])=[C:6]([CH:11]=1)[C:7]([O:9][CH3:10])=[O:8].[CH:20](=O)[CH3:21].C(O)(=O)C.C(O[BH-](OC(=O)C)OC(=O)C)(=O)C.[Na+]. Product: [Br:1][C:2]1[CH:3]=[C:4]([N:13]([CH2:20][CH3:21])[CH:14]2[CH2:19][CH2:18][O:17][CH2:16][CH2:15]2)[C:5]([CH3:12])=[C:6]([CH:11]=1)[C:7]([O:9][CH3:10])=[O:8]. The catalyst class is: 68. (2) Reactant: C([NH:3][C:4]1[S:5][CH:6]=[C:7]([CH2:9][C:10]([NH:12][C:13]2[CH:18]=[CH:17][C:16]([NH:19][C:20]([C:22]3[C:23]([C:28]4[CH:33]=[CH:32][C:31]([C:34]([F:37])([F:36])[F:35])=[CH:30][CH:29]=4)=[CH:24][CH:25]=[CH:26][CH:27]=3)=[O:21])=[CH:15][CH:14]=2)=[O:11])[N:8]=1)=O.Cl.C(OCC)(=O)C.C(=O)([O-])[O-].[K+].[K+]. Product: [NH2:3][C:4]1[S:5][CH:6]=[C:7]([CH2:9][C:10]([NH:12][C:13]2[CH:18]=[CH:17][C:16]([NH:19][C:20]([C:22]3[C:23]([C:28]4[CH:29]=[CH:30][C:31]([C:34]([F:37])([F:35])[F:36])=[CH:32][CH:33]=4)=[CH:24][CH:25]=[CH:26][CH:27]=3)=[O:21])=[CH:15][CH:14]=2)=[O:11])[N:8]=1. The catalyst class is: 5. (3) Reactant: [CH3:1][O:2][C:3]([C:5]1[N:6]=[C:7](Br)[C:8]2[C:13]([C:14]=1[OH:15])=[CH:12][CH:11]=[C:10]([S:16][C:17]1[CH:22]=[CH:21][CH:20]=[CH:19][CH:18]=1)[CH:9]=2)=[O:4].[CH3:24]B1OBOBO1.C(=O)([O-])[O-].[K+].[K+]. Product: [CH3:1][O:2][C:3]([C:5]1[N:6]=[C:7]([CH3:24])[C:8]2[C:13]([C:14]=1[OH:15])=[CH:12][CH:11]=[C:10]([S:16][C:17]1[CH:22]=[CH:21][CH:20]=[CH:19][CH:18]=1)[CH:9]=2)=[O:4]. The catalyst class is: 77. (4) Reactant: [CH3:1][O:2][C:3]1[CH:4]=[C:5]([NH:11][C:12]2[N:17]=[C:16]([N:18]3[C:22]([CH3:23])=[CH:21][C:20]([C:24]([F:27])([F:26])[F:25])=[N:19]3)[C:15]([C:28]3[CH:29]=[C:30]([C:36]([O:38]C)=[O:37])[C:31]([S:34][CH3:35])=[N:32][CH:33]=3)=[CH:14][N:13]=2)[CH:6]=[C:7]([O:9][CH3:10])[CH:8]=1.[OH-].[Na+].Cl. Product: [CH3:1][O:2][C:3]1[CH:4]=[C:5]([NH:11][C:12]2[N:17]=[C:16]([N:18]3[C:22]([CH3:23])=[CH:21][C:20]([C:24]([F:26])([F:25])[F:27])=[N:19]3)[C:15]([C:28]3[CH:29]=[C:30]([C:36]([OH:38])=[O:37])[C:31]([S:34][CH3:35])=[N:32][CH:33]=3)=[CH:14][N:13]=2)[CH:6]=[C:7]([O:9][CH3:10])[CH:8]=1. The catalyst class is: 20.